Predict the reaction yield, written as a fraction of the theoretical maximum amount of product (1.0 means a 100% yield; for example, 0.34 means a 34% yield). From a dataset of Reaction yield outcomes from USPTO patents with 853,638 reactions. (1) The reactants are [CH2:1]([O:8][C:9](=[O:29])[NH:10][CH2:11][CH:12]([NH2:28])[C:13]1[CH:18]=[CH:17][C:16]([C:19](=[O:27])[NH:20][C:21]2[CH:26]=[CH:25][N:24]=[CH:23][CH:22]=2)=[CH:15][CH:14]=1)[C:2]1[CH:7]=[CH:6][CH:5]=[CH:4][CH:3]=1.CCN(C(C)C)C(C)C.[O:39](C(OC(C)(C)C)=O)[C:40]([O:42][C:43]([CH3:46])([CH3:45])[CH3:44])=O. The catalyst is C(#N)C. The product is [C:43]([O:42][C:40](=[O:39])[NH:28][CH:12]([C:13]1[CH:18]=[CH:17][C:16]([C:19](=[O:27])[NH:20][C:21]2[CH:26]=[CH:25][N:24]=[CH:23][CH:22]=2)=[CH:15][CH:14]=1)[CH2:11][NH:10][C:9]([O:8][CH2:1][C:2]1[CH:7]=[CH:6][CH:5]=[CH:4][CH:3]=1)=[O:29])([CH3:46])([CH3:45])[CH3:44]. The yield is 0.600. (2) The reactants are C(OP([CH2:9][C:10]#[N:11])(=O)OCC)C.C[Si]([N-][Si](C)(C)C)(C)C.[Li+].[O:22]1[C:27]2[CH:28]=[CH:29][C:30]([C:32]([C:34]3[CH:39]=[C:38]([O:40][CH3:41])[CH:37]=[C:36]([O:42][CH3:43])[CH:35]=3)=O)=[CH:31][C:26]=2[O:25][CH2:24][CH2:23]1. The catalyst is C1COCC1. The product is [O:22]1[C:27]2[CH:28]=[CH:29][C:30]([C:32]([C:34]3[CH:39]=[C:38]([O:40][CH3:41])[CH:37]=[C:36]([O:42][CH3:43])[CH:35]=3)=[CH:9][C:10]#[N:11])=[CH:31][C:26]=2[O:25][CH2:24][CH2:23]1. The yield is 0.880. (3) The reactants are [CH3:1][NH:2][C:3]([N:5]1[C:13]2[C:8](=[CH:9][C:10]([O:14][C:15]3[CH:20]=[CH:19][N:18]=[C:17]([NH2:21])[CH:16]=3)=[CH:11][CH:12]=2)[CH2:7][CH2:6]1)=[O:4]. The catalyst is C(O)(=O)C.C([O-])(=O)C.[Mn+3].C([O-])(=O)C.C([O-])(=O)C. The product is [CH3:1][NH:2][C:3]([N:5]1[C:13]2[C:8](=[CH:9][C:10]([O:14][C:15]3[CH:20]=[CH:19][N:18]=[C:17]([NH2:21])[CH:16]=3)=[CH:11][CH:12]=2)[CH:7]=[CH:6]1)=[O:4]. The yield is 0.610. (4) The reactants are [O-]CC.[Na+].[C:5]([O:14][CH2:15][CH3:16])(=[O:13])[CH2:6][CH2:7][C:8]([O:10]CC)=[O:9].[CH2:17]([N:24]1[C:28]([CH:29]=O)=[CH:27][N:26]=[C:25]1[C:31]([CH3:34])([CH3:33])[CH3:32])[C:18]1[CH:23]=[CH:22][CH:21]=[CH:20][CH:19]=1. The catalyst is C(O)C. The product is [CH2:17]([N:24]1[C:28](/[CH:29]=[C:6](/[C:5]([O:14][CH2:15][CH3:16])=[O:13])\[CH2:7][C:8]([OH:10])=[O:9])=[CH:27][N:26]=[C:25]1[C:31]([CH3:34])([CH3:33])[CH3:32])[C:18]1[CH:19]=[CH:20][CH:21]=[CH:22][CH:23]=1. The yield is 0.350. (5) The reactants are Cl[C:2]1[CH:7]=[C:6]([Cl:8])[N:5]=[C:4]([S:9][CH3:10])[N:3]=1.C(NC(C)C)(C)C.[NH2:18][C:19]1[CH:23]=[C:22]([CH3:24])[NH:21][N:20]=1.O. The catalyst is CN(C=O)C. The product is [Cl:8][C:6]1[N:5]=[C:4]([S:9][CH3:10])[N:3]=[C:2]([NH:18][C:19]2[NH:20][N:21]=[C:22]([CH3:24])[CH:23]=2)[CH:7]=1. The yield is 0.660. (6) The reactants are C1C=C(S([O-])(=O)=O)C=C(P(C2C=CC=C(S([O-])(=O)=O)C=2)C2C=CC=C(S([O-])(=O)=O)C=2)C=1.[Na+].[Na+].[Na+].[I:35][C:36]1[C:37](=[O:46])[N:38]([CH3:45])[CH:39]=[C:40](I)[C:41]=1[O:42][CH3:43].CC1(C)C(C)(C)OB([C:55]2[CH:60]=[CH:59][N:58]=[C:57]([NH:61][C:62](=[O:64])[CH3:63])[CH:56]=2)O1.CCN(C(C)C)C(C)C. The catalyst is C(#N)C.O.CO.C(O[Pd]OC(=O)C)(=O)C. The product is [I:35][C:36]1[C:37](=[O:46])[N:38]([CH3:45])[CH:39]=[C:40]([C:55]2[CH:60]=[CH:59][N:58]=[C:57]([NH:61][C:62](=[O:64])[CH3:63])[CH:56]=2)[C:41]=1[O:42][CH3:43]. The yield is 0.390.